This data is from Catalyst prediction with 721,799 reactions and 888 catalyst types from USPTO. The task is: Predict which catalyst facilitates the given reaction. (1) Reactant: Br[C:2]1[CH:3]=[C:4]([NH2:17])[CH:5]=[N:6][C:7]=1[O:8][C:9]1[CH:14]=[CH:13][C:12]([F:15])=[CH:11][C:10]=1[F:16].[CH3:18][C:19]1([CH3:35])[C:23]([CH3:25])([CH3:24])[O:22][B:21]([B:21]2[O:22][C:23]([CH3:25])([CH3:24])[C:19]([CH3:35])([CH3:18])[O:20]2)[O:20]1.CC([O-])=O.[K+].CC12CC3(C)P(C4C=CC=CC=4)C(C)(CC(C)(O3)O1)O2. Product: [F:16][C:10]1[CH:11]=[C:12]([F:15])[CH:13]=[CH:14][C:9]=1[O:8][C:7]1[N:6]=[CH:5][C:4]([NH2:17])=[CH:3][C:2]=1[B:21]1[O:22][C:23]([CH3:25])([CH3:24])[C:19]([CH3:35])([CH3:18])[O:20]1. The catalyst class is: 62. (2) Reactant: Cl[C:2]1[CH:3]=[CH:4][C:5]2[CH2:6][N:7]([CH3:18])[CH2:8][CH:9]([CH2:13][C:14]([F:17])([F:16])[F:15])[O:10][C:11]=2[N:12]=1.[CH3:19][O:20][C:21]1[N:26]=[C:25]([NH2:27])[CH:24]=[CH:23][C:22]=1[C:28]1[CH:29]=[N:30][N:31]([CH3:33])[CH:32]=1.C1(P(C2CCCCC2)C2C=CC=CC=2C2C=CC=CC=2)CCCCC1.C(=O)([O-])[O-].[Cs+].[Cs+]. Product: [CH3:19][O:20][C:21]1[N:26]=[C:25]([NH:27][C:2]2[CH:3]=[CH:4][C:5]3[CH2:6][N:7]([CH3:18])[CH2:8][CH:9]([CH2:13][C:14]([F:17])([F:16])[F:15])[O:10][C:11]=3[N:12]=2)[CH:24]=[CH:23][C:22]=1[C:28]1[CH:29]=[N:30][N:31]([CH3:33])[CH:32]=1. The catalyst class is: 167. (3) Reactant: C1C=C[NH+]=CC=1.[O-][Cr](Cl)(=O)=O.[CH3:12][O:13][C:14](=[O:29])[CH2:15][N:16]1[C:21]2[CH:22]=[C:23]([CH2:26][OH:27])[CH:24]=[CH:25][C:20]=2[O:19][CH2:18][C:17]1=[O:28]. Product: [CH3:12][O:13][C:14](=[O:29])[CH2:15][N:16]1[C:21]2[CH:22]=[C:23]([CH:26]=[O:27])[CH:24]=[CH:25][C:20]=2[O:19][CH2:18][C:17]1=[O:28]. The catalyst class is: 2. (4) Reactant: [NH2:1][OH:2].Cl.N1C=CC=CC=1.C[O:11][C:12]([C:16]1[S:17][C:18]([CH:21]=O)=[CH:19][N:20]=1)(OC)[CH3:13].C1(C)C=CC=CC=1. Product: [C:12]([C:16]1[S:17][C:18]([CH:21]=[N:1][OH:2])=[CH:19][N:20]=1)(=[O:11])[CH3:13]. The catalyst class is: 6. (5) Reactant: Cl[C:2]1(O)[C:11]2[C:6](=[CH:7][C:8]([C:12]3[C:17]([C:18]([F:21])([F:20])[F:19])=[CH:16][CH:15]=[CH:14][N:13]=3)=[CH:9][CH:10]=2)[N:5]=[CH:4][NH:3]1.[C:23]([C:27]1[CH:32]=[CH:31][C:30]([NH2:33])=[CH:29][C:28]=1[O:34][CH2:35][CH2:36][O:37][Si:38]([C:41]([CH3:44])([CH3:43])[CH3:42])([CH3:40])[CH3:39])([CH3:26])([CH3:25])[CH3:24]. Product: [C:23]([C:27]1[CH:32]=[CH:31][C:30]([NH:33][C:2]2[C:11]3[C:6](=[CH:7][C:8]([C:12]4[C:17]([C:18]([F:21])([F:20])[F:19])=[CH:16][CH:15]=[CH:14][N:13]=4)=[CH:9][CH:10]=3)[N:5]=[CH:4][N:3]=2)=[CH:29][C:28]=1[O:34][CH2:35][CH2:36][O:37][Si:38]([C:41]([CH3:44])([CH3:43])[CH3:42])([CH3:39])[CH3:40])([CH3:26])([CH3:24])[CH3:25]. The catalyst class is: 10. (6) Reactant: [C:1]([O:5][C:6]([N:8]([C:27]([O:29][C:30]([CH3:33])([CH3:32])[CH3:31])=[O:28])[C@H:9]([CH2:20][CH2:21]/[CH:22]=[CH:23]/[N+:24]([O-:26])=[O:25])[C:10]([O:12][CH2:13][C:14]1[CH:19]=[CH:18][CH:17]=[CH:16][CH:15]=1)=[O:11])=[O:7])([CH3:4])([CH3:3])[CH3:2].[F:34][C:35]1[C:40]([F:41])=[CH:39][CH:38]=[CH:37][C:36]=1B(O)O.O.C(=O)(O)[O-].[Na+].C1C=CC(P(C2C=CC3C(=CC=CC=3)C=2C2C3C(=CC=CC=3)C=CC=2P(C2C=CC=CC=2)C2C=CC=CC=2)C2C=CC=CC=2)=CC=1. Product: [C:1]([O:5][C:6]([N:8]([C:27]([O:29][C:30]([CH3:33])([CH3:32])[CH3:31])=[O:28])[C@@H:9]([C:10]([O:12][CH2:13][C:14]1[CH:19]=[CH:18][CH:17]=[CH:16][CH:15]=1)=[O:11])[CH2:20][CH2:21][C@@H:22]([C:39]1[CH:38]=[CH:37][CH:36]=[C:35]([F:34])[C:40]=1[F:41])[CH2:23][N+:24]([O-:26])=[O:25])=[O:7])([CH3:4])([CH3:3])[CH3:2]. The catalyst class is: 12.